This data is from Full USPTO retrosynthesis dataset with 1.9M reactions from patents (1976-2016). The task is: Predict the reactants needed to synthesize the given product. (1) Given the product [CH:11]1([CH2:17][CH2:18][N:8]([C:5]2[CH:6]=[CH:7][C:2]([CH3:10])=[CH:3][CH:4]=2)[NH2:9])[CH2:16][CH2:15][CH2:14][CH2:13][CH2:12]1, predict the reactants needed to synthesize it. The reactants are: Cl.[C:2]1([CH3:10])[CH:7]=[CH:6][C:5]([NH:8][NH2:9])=[CH:4][CH:3]=1.[CH:11]1([CH2:17][CH2:18]Br)[CH2:16][CH2:15][CH2:14][CH2:13][CH2:12]1.O. (2) Given the product [C:10]([C:7]1[CH:8]=[CH:9][C:4]([CH2:3][NH:2][C:33](=[O:34])[C:32]2[CH:36]=[CH:37][CH:38]=[C:30]([C:29]([F:28])([F:39])[F:40])[CH:31]=2)=[C:5]([NH:16][CH2:17][C:18]([OH:20])=[O:19])[CH:6]=1)(=[NH:11])[NH2:14], predict the reactants needed to synthesize it. The reactants are: Cl.[NH2:2][CH2:3][C:4]1[CH:9]=[CH:8][C:7]([C:10]2[N:14]=C(C)O[N:11]=2)=[CH:6][C:5]=1[NH:16][CH2:17][C:18]([O:20]CC1C=CC=CC=1)=[O:19].[F:28][C:29]([F:40])([F:39])[C:30]1[CH:31]=[C:32]([CH:36]=[CH:37][CH:38]=1)[C:33](O)=[O:34]. (3) The reactants are: [CH2:1]1[C:5]2=[C:6]([CH:13]=O)[C:7]3[CH:8]=[N:9][CH:10]=[CH:11][C:12]=3[N:4]2[CH2:3][CH2:2]1.C([O-])(=O)C.[NH4+].[N+:20]([CH2:23][CH3:24])([O-:22])=[O:21]. Given the product [N+:20]([C:23]([CH3:24])=[CH:13][C:6]1[C:7]2[CH:8]=[N:9][CH:10]=[CH:11][C:12]=2[N:4]2[CH2:3][CH2:2][CH2:1][C:5]=12)([O-:22])=[O:21], predict the reactants needed to synthesize it. (4) Given the product [C:25]1([C:2]2[CH:7]=[C:6]([NH:8][C:9]3[CH:14]=[CH:13][C:12]([CH2:15][C:16]([OH:18])=[O:17])=[CH:11][CH:10]=3)[CH:5]=[C:4]([C:21]([F:23])([F:24])[F:22])[N:3]=2)[CH2:29][CH2:28][CH2:27][CH:26]=1, predict the reactants needed to synthesize it. The reactants are: Cl[C:2]1[CH:7]=[C:6]([NH:8][C:9]2[CH:14]=[CH:13][C:12]([CH2:15][C:16]([O:18]CC)=[O:17])=[CH:11][CH:10]=2)[CH:5]=[C:4]([C:21]([F:24])([F:23])[F:22])[N:3]=1.[C:25]1(B(O)O)[CH2:29][CH2:28][CH2:27][CH:26]=1. (5) Given the product [F:1][C:2]([F:16])([F:17])[C:3]1[CH:4]=[C:5]([N:13]2[C:14](=[O:15])[NH:24][N:23]=[N:22]2)[CH:6]=[C:7]([C:9]([F:12])([F:10])[F:11])[CH:8]=1, predict the reactants needed to synthesize it. The reactants are: [F:1][C:2]([F:17])([F:16])[C:3]1[CH:4]=[C:5]([N:13]=[C:14]=[O:15])[CH:6]=[C:7]([C:9]([F:12])([F:11])[F:10])[CH:8]=1.C[Si]([N:22]=[N+:23]=[N-:24])(C)C. (6) Given the product [CH:2]([C:3]1[C:4]([C:5]2[CH:6]=[CH:7][C:8]([C:9]#[N:10])=[CH:11][CH:12]=2)=[N:13][NH:14][N:15]=1)=[O:1], predict the reactants needed to synthesize it. The reactants are: [O:1]=[CH:2][C:3]#[C:4][C:5]1[CH:12]=[CH:11][C:8]([C:9]#[N:10])=[CH:7][CH:6]=1.[N-:13]=[N+:14]=[N-:15].[Na+].